From a dataset of Peptide-MHC class II binding affinity with 134,281 pairs from IEDB. Regression. Given a peptide amino acid sequence and an MHC pseudo amino acid sequence, predict their binding affinity value. This is MHC class II binding data. The peptide sequence is INLIGRGGDEALTGF. The MHC is DRB4_0101 with pseudo-sequence DRB4_0103. The binding affinity (normalized) is 0.271.